This data is from Reaction yield outcomes from USPTO patents with 853,638 reactions. The task is: Predict the reaction yield, written as a fraction of the theoretical maximum amount of product (1.0 means a 100% yield; for example, 0.34 means a 34% yield). The yield is 0.230. The reactants are Cl.[O:2]=[C:3]1[CH2:8][CH2:7][NH:6][CH2:5][CH:4]1[C:9]([O:11][CH3:12])=[O:10].CCN(CC)CC.[S:20](Cl)([CH3:23])(=[O:22])=[O:21]. The catalyst is C(Cl)Cl.CCOC(C)=O. The product is [CH3:23][S:20]([N:6]1[CH2:7][CH2:8][C:3](=[O:2])[CH:4]([C:9]([O:11][CH3:12])=[O:10])[CH2:5]1)(=[O:22])=[O:21].